Dataset: Forward reaction prediction with 1.9M reactions from USPTO patents (1976-2016). Task: Predict the product of the given reaction. (1) The product is: [F:22][C:19]1[CH:20]=[CH:21][C:16]([N:13]2[CH2:14][CH2:15][N:10]([CH:8]([CH3:9])[CH2:7][CH2:6][C:23]#[N:24])[CH2:11][CH2:12]2)=[CH:17][CH:18]=1. Given the reactants CS(O[CH2:6][CH2:7][CH:8]([N:10]1[CH2:15][CH2:14][N:13]([C:16]2[CH:21]=[CH:20][C:19]([F:22])=[CH:18][CH:17]=2)[CH2:12][CH2:11]1)[CH3:9])(=O)=O.[C-:23]#[N:24].[K+], predict the reaction product. (2) Given the reactants [Cl:1][C:2]1[C:3](F)=[C:4]([F:31])[CH:5]=[C:6]2[C:11]=1[N:10]([C:12]1[CH:17]=[CH:16][C:15]([CH2:18][N:19]3[CH2:23][CH2:22][C@H:21]([OH:24])[CH2:20]3)=[CH:14][CH:13]=1)[CH:9]=[C:8]([C:25]([O:27][CH2:28][CH3:29])=[O:26])[C:7]2=[O:30].[N:33]1([C:39]2[N:44]=[CH:43][CH:42]=[CH:41]N=2)[CH2:38][CH2:37][NH:36][CH2:35][CH2:34]1.[CH3:45]CN(C(C)C)C(C)C, predict the reaction product. The product is: [Cl:1][C:2]1[C:3]([N:36]2[CH2:35][CH2:34][N:33]([C:39]3[CH:45]=[CH:41][CH:42]=[CH:43][N:44]=3)[CH2:38][CH2:37]2)=[C:4]([F:31])[CH:5]=[C:6]2[C:11]=1[N:10]([C:12]1[CH:13]=[CH:14][C:15]([CH2:18][N:19]3[CH2:23][CH2:22][C@H:21]([OH:24])[CH2:20]3)=[CH:16][CH:17]=1)[CH:9]=[C:8]([C:25]([O:27][CH2:28][CH3:29])=[O:26])[C:7]2=[O:30]. (3) Given the reactants [Br:1][CH2:2][CH2:3][CH2:4][CH2:5][CH2:6][CH2:7][CH2:8][CH2:9][CH2:10][CH2:11][CH2:12][CH2:13][CH2:14][CH2:15][CH3:16].[C:17]1([P:23]([C:30]2[CH:35]=[CH:34][CH:33]=[CH:32][CH:31]=2)[C:24]2[CH:29]=[CH:28][CH:27]=[CH:26][CH:25]=2)[CH:22]=[CH:21][CH:20]=[CH:19][CH:18]=1, predict the reaction product. The product is: [Br-:1].[CH2:2]([P+:23]([C:24]1[CH:25]=[CH:26][CH:27]=[CH:28][CH:29]=1)([C:30]1[CH:35]=[CH:34][CH:33]=[CH:32][CH:31]=1)[C:17]1[CH:18]=[CH:19][CH:20]=[CH:21][CH:22]=1)[CH2:3][CH2:4][CH2:5][CH2:6][CH2:7][CH2:8][CH2:9][CH2:10][CH2:11][CH2:12][CH2:13][CH2:14][CH2:15][CH3:16]. (4) The product is: [C:1]([O:5][C:6]([N:8]1[CH2:13][CH2:12][CH:11]([NH:14][C:15]2[CH:20]=[CH:19][CH:18]=[CH:17][C:16]=2[O:21][CH2:22][C:23]([OH:25])=[O:24])[CH2:10][CH2:9]1)=[O:7])([CH3:4])([CH3:2])[CH3:3]. Given the reactants [C:1]([O:5][C:6]([N:8]1[CH2:13][CH2:12][CH:11]([NH:14][C:15]2[CH:20]=[CH:19][CH:18]=[CH:17][C:16]=2[O:21][CH2:22][C:23]([O:25]C)=[O:24])[CH2:10][CH2:9]1)=[O:7])([CH3:4])([CH3:3])[CH3:2].[OH-].[Na+].Cl, predict the reaction product. (5) Given the reactants S(O[CH2:12][C@H:13]([C@@H:15]([CH2:17]OS(C1C=CC(C)=CC=1)(=O)=O)[OH:16])[OH:14])(C1C=CC(C)=CC=1)(=O)=O.[CH2:29]([NH2:36])[C:30]1[CH:35]=[CH:34][CH:33]=[CH:32][CH:31]=1.C(=O)([O-])O.[Na+], predict the reaction product. The product is: [CH2:29]([N:36]1[CH2:12][C@@H:13]([OH:14])[C@H:15]([OH:16])[CH2:17]1)[C:30]1[CH:35]=[CH:34][CH:33]=[CH:32][CH:31]=1. (6) Given the reactants Br[C:2]1[CH:3]=[C:4]([C:8]2[NH:12][C:11]([CH:13]3[N:21]4[C:16](=[CH:17][C:18]([C:23]5[CH:28]=[C:27]([Cl:29])[CH:26]=[CH:25][C:24]=5[N:30]5[CH:34]=[N:33][N:32]=[N:31]5)=[CH:19][C:20]4=[O:22])[CH2:15][CH2:14]3)=[N:10][CH:9]=2)[CH:5]=[CH:6][CH:7]=1.C1(CNCC2CCCCC2)CCCCC1.[C:50]([O:54][C:55]([CH3:58])([CH3:57])[CH3:56])(=[O:53])[CH:51]=[CH2:52], predict the reaction product. The product is: [Cl:29][C:27]1[CH:26]=[CH:25][C:24]([N:30]2[CH:34]=[N:33][N:32]=[N:31]2)=[C:23]([C:18]2[CH:17]=[C:16]3[N:21]([CH:13]([C:11]4[NH:12][C:8]([C:4]5[CH:3]=[C:2](/[CH:52]=[CH:51]/[C:50]([O:54][C:55]([CH3:58])([CH3:57])[CH3:56])=[O:53])[CH:7]=[CH:6][CH:5]=5)=[CH:9][N:10]=4)[CH2:14][CH2:15]3)[C:20](=[O:22])[CH:19]=2)[CH:28]=1. (7) Given the reactants [F:1][C:2]1[CH:10]=[C:9]2[C:5]([CH:6]=[CH:7][NH:8]2)=[CH:4][CH:3]=1.[H-].[Na+].[F:13][C:14]([F:42])([CH:39]([F:41])[F:40])[CH2:15][O:16][C:17]1[CH:22]=[CH:21][C:20]([S:23](Cl)(=[O:25])=[O:24])=[CH:19][C:18]=1[N:27]1[CH2:32][CH2:31][N:30]([C:33](=[O:38])[C:34]([Cl:37])([Cl:36])[Cl:35])[CH2:29][CH2:28]1, predict the reaction product. The product is: [Cl:37][C:34]([Cl:35])([Cl:36])[C:33]([N:30]1[CH2:29][CH2:28][N:27]([C:18]2[CH:19]=[C:20]([S:23]([N:8]3[C:9]4[C:5](=[CH:4][CH:3]=[C:2]([F:1])[CH:10]=4)[CH:6]=[CH:7]3)(=[O:24])=[O:25])[CH:21]=[CH:22][C:17]=2[O:16][CH2:15][C:14]([F:13])([F:42])[CH:39]([F:41])[F:40])[CH2:32][CH2:31]1)=[O:38]. (8) Given the reactants [CH3:1][C:2]([CH3:30])([CH3:29])[C:3](=[O:28])[CH2:4][O:5][C:6]1[CH:11]=[CH:10][C:9]([C:12]([C:17]2[S:21][C:20]([S:22]([NH2:25])(=[O:24])=[O:23])=[C:19]([CH3:26])[CH:18]=2)([CH2:15][CH3:16])[CH2:13][CH3:14])=[CH:8][C:7]=1[CH3:27].CCN=C=NCCCN(C)C.[C:42](O)(=[O:45])[CH2:43][CH3:44], predict the reaction product. The product is: [C:42]([NH:25][S:22]([C:20]1[S:21][C:17]([C:12]([C:9]2[CH:10]=[CH:11][C:6]([O:5][CH2:4][C:3](=[O:28])[C:2]([CH3:1])([CH3:29])[CH3:30])=[C:7]([CH3:27])[CH:8]=2)([CH2:13][CH3:14])[CH2:15][CH3:16])=[CH:18][C:19]=1[CH3:26])(=[O:24])=[O:23])(=[O:45])[CH2:43][CH3:44].